Dataset: Full USPTO retrosynthesis dataset with 1.9M reactions from patents (1976-2016). Task: Predict the reactants needed to synthesize the given product. (1) Given the product [CH3:3][C:2]1[C:6]2[CH:7]=[C:8]([C:9]([O:11][CH3:12])=[O:10])[CH:13]=[CH:14][C:5]=2[O:4][CH:1]=1, predict the reactants needed to synthesize it. The reactants are: [CH2:1]([O:4][C:5]1[CH:14]=[CH:13][C:8]([C:9]([O:11][CH3:12])=[O:10])=[CH:7][C:6]=1I)[CH:2]=[CH2:3].C([O-])([O-])=O.[Na+].[Na+].C([O-])=O.[Na+]. (2) Given the product [O:1]1[CH2:4][CH:3]([NH:5][C:7]2[CH2:11][S:10][C:9](=[O:12])[N:8]=2)[CH2:2]1, predict the reactants needed to synthesize it. The reactants are: [O:1]1[CH2:4][CH:3]([NH2:5])[CH2:2]1.S=[C:7]1[CH2:11][S:10][C:9](=[O:12])[NH:8]1. (3) Given the product [CH3:12][N:13]1[CH2:18][CH2:17][CH:16]([C:19]2[C:27]3[C:22](=[CH:23][CH:24]=[C:25]([O:28][S:8]([C:5]4[CH:6]=[CH:7][C:2]([I:1])=[CH:3][CH:4]=4)(=[O:10])=[O:9])[CH:26]=3)[NH:21][CH:20]=2)[CH2:15][CH2:14]1, predict the reactants needed to synthesize it. The reactants are: [I:1][C:2]1[CH:7]=[CH:6][C:5]([S:8](Cl)(=[O:10])=[O:9])=[CH:4][CH:3]=1.[CH3:12][N:13]1[CH2:18][CH2:17][CH:16]([C:19]2[C:27]3[C:22](=[CH:23][CH:24]=[C:25]([OH:28])[CH:26]=3)[NH:21][CH:20]=2)[CH2:15][CH2:14]1.[OH-].[Na+]. (4) The reactants are: [CH3:1][O:2][CH2:3][C:4]1[N:8]([S:9]([C:12]2[CH:18]=[CH:17][C:15]([CH3:16])=[CH:14][CH:13]=2)(=[O:11])=[O:10])[C:7]2[CH:19]=[CH:20][C:21](N)=[CH:22][C:6]=2[N:5]=1.COCC1N(S(C2C=CC(C)=CC=2)(=O)=O)C2C=CC([N+]([O-])=O)=CC=2[N:28]=1. Given the product [CH3:1][O:2][CH2:3][C:4]1[N:8]([S:9]([C:12]2[CH:13]=[CH:14][C:15]([CH3:16])=[CH:17][CH:18]=2)(=[O:11])=[O:10])[C:7]2[CH:19]=[C:20]([NH2:28])[CH:21]=[CH:22][C:6]=2[N:5]=1, predict the reactants needed to synthesize it.